This data is from Peptide-MHC class II binding affinity with 134,281 pairs from IEDB. The task is: Regression. Given a peptide amino acid sequence and an MHC pseudo amino acid sequence, predict their binding affinity value. This is MHC class II binding data. (1) The peptide sequence is KKTFDHTLMSIVSSL. The MHC is DRB5_0101 with pseudo-sequence DRB5_0101. The binding affinity (normalized) is 0.619. (2) The peptide sequence is SLLNNQFGTMPSLTM. The MHC is DRB4_0101 with pseudo-sequence DRB4_0103. The binding affinity (normalized) is 0.546. (3) The peptide sequence is GTMAGCGYLMFLGGV. The MHC is DRB5_0101 with pseudo-sequence DRB5_0101. The binding affinity (normalized) is 0.426.